This data is from Retrosynthesis with 50K atom-mapped reactions and 10 reaction types from USPTO. The task is: Predict the reactants needed to synthesize the given product. Given the product C=C[C@@H]1C[C@]1(NC(=O)[C@@H]1C[C@@H]2CN1C(=O)[C@H](C1CCCC1)NC(=O)O[C@@H]1CCC[C@H]1CCC=CCc1c(nc3ccccc3c1OCCCCO)O2)C(=O)NS(=O)(=O)C1CC1, predict the reactants needed to synthesize it. The reactants are: C=C[C@@H]1C[C@]1(NC(=O)[C@@H]1C[C@@H]2CN1C(=O)[C@H](C1CCCC1)NC(=O)O[C@@H]1CCC[C@H]1CCC=CCc1c(nc3ccccc3c1OCCCCO[Si](C)(C)C(C)(C)C)O2)C(=O)NS(=O)(=O)C1CC1.